This data is from Catalyst prediction with 721,799 reactions and 888 catalyst types from USPTO. The task is: Predict which catalyst facilitates the given reaction. (1) Reactant: [C:1]1([C:7]2[N:12]=[C:11]3[C:13]([CH:16]4[CH2:21][CH2:20][NH:19][CH2:18][CH2:17]4)=[N:14][NH:15][C:10]3=[C:9]([C:22]([NH2:24])=[O:23])[CH:8]=2)[CH:6]=[CH:5][CH:4]=[CH:3][CH:2]=1.C(N(CC)CC)C.[CH2:32]([S:34](Cl)(=[O:36])=[O:35])[CH3:33]. Product: [CH2:32]([S:34]([N:19]1[CH2:18][CH2:17][CH:16]([C:13]2[C:11]3=[N:12][C:7]([C:1]4[CH:2]=[CH:3][CH:4]=[CH:5][CH:6]=4)=[CH:8][C:9]([C:22]([NH2:24])=[O:23])=[C:10]3[NH:15][N:14]=2)[CH2:21][CH2:20]1)(=[O:36])=[O:35])[CH3:33]. The catalyst class is: 239. (2) Reactant: [Cl:1][C:2]1[CH:7]=[C:6]([C:8]([N:10]2[CH2:15][CH2:14][O:13][CH2:12][CH2:11]2)=[O:9])[CH:5]=[CH:4][C:3]=1[CH2:16][N:17]1[CH2:22][CH2:21][N:20](C(OC(C)(C)C)=O)[CH2:19][CH2:18]1.FC(F)(F)C(O)=O. Product: [Cl:1][C:2]1[CH:7]=[C:6]([C:8]([N:10]2[CH2:15][CH2:14][O:13][CH2:12][CH2:11]2)=[O:9])[CH:5]=[CH:4][C:3]=1[CH2:16][N:17]1[CH2:18][CH2:19][NH:20][CH2:21][CH2:22]1. The catalyst class is: 4.